From a dataset of Reaction yield outcomes from USPTO patents with 853,638 reactions. Predict the reaction yield, written as a fraction of the theoretical maximum amount of product (1.0 means a 100% yield; for example, 0.34 means a 34% yield). (1) The reactants are [Cl:1][C:2]1[CH:26]=[CH:25][CH:24]=[CH:23][C:3]=1[CH2:4][NH:5][C:6]([C:8]1([CH2:21][OH:22])[CH2:13][CH2:12][N:11](C(OC(C)(C)C)=O)[CH2:10][CH2:9]1)=[O:7].[F:27][C:28]([F:39])([F:38])[C:29]1[CH:34]=[CH:33][C:32]([N:35]=[C:36]=[O:37])=[CH:31][CH:30]=1.Cl. The catalyst is C1COCC1.CN(C1C=CN=CC=1)C.CO. The product is [F:27][C:28]([F:38])([F:39])[C:29]1[CH:30]=[CH:31][C:32]([NH:35][C:36](=[O:37])[O:22][CH2:21][C:8]2([C:6](=[O:7])[NH:5][CH2:4][C:3]3[CH:23]=[CH:24][CH:25]=[CH:26][C:2]=3[Cl:1])[CH2:9][CH2:10][NH:11][CH2:12][CH2:13]2)=[CH:33][CH:34]=1. The yield is 0.930. (2) The reactants are [O:1]1[CH2:5][CH2:4][C@H:3]([OH:6])[CH2:2]1.[OH-].[Na+].Cl[C:10]1[C:15]([N+:16]([O-:18])=[O:17])=[CH:14][CH:13]=[C:12]([Cl:19])[N:11]=1. The catalyst is C1COCC1. The product is [Cl:19][C:12]1[N:11]=[C:10]([O:6][C@H:3]2[CH2:4][CH2:5][O:1][CH2:2]2)[C:15]([N+:16]([O-:18])=[O:17])=[CH:14][CH:13]=1. The yield is 0.680. (3) The catalyst is C(Cl)Cl.CO.CN(C=O)C.[Li+].[OH-]. The yield is 0.610. The product is [CH3:1][O:2][C:3]([NH:5][C@@H:6]([CH:7]([O:8][CH3:9])[CH3:10])[C:11]([N:13]1[CH2:17][C@@H:16]([CH2:18][O:19][CH3:20])[CH2:15][C@H:14]1[C:21]1[NH:25][C:24]2[C:26]3[C:31]([CH:32]=[CH:33][C:23]=2[N:22]=1)=[CH:30][C:29]1[C:34]2[C:39]([CH2:40][O:41][C:28]=1[CH:27]=3)=[CH:38][C:37]([C:42]1[NH:46][C:45]([C@@H:47]3[CH2:51][CH2:50][CH2:49][N:48]3[C:66](=[O:68])[C@H:65]([NH:64][C:62](=[O:63])[O:61][CH3:60])[C:69]3[CH:74]=[CH:73][CH:72]=[CH:71][CH:70]=3)=[N:44][CH:43]=1)=[CH:36][CH:35]=2)=[O:12])=[O:4]. The reactants are [CH3:1][O:2][C:3]([NH:5][C@H:6]([C:11]([N:13]1[CH2:17][C@@H:16]([CH2:18][O:19][CH3:20])[CH2:15][C@H:14]1[C:21]1[NH:25][C:24]2[C:26]3[C:31]([CH:32]=[CH:33][C:23]=2[N:22]=1)=[CH:30][C:29]1[C:34]2[C:39]([CH2:40][O:41][C:28]=1[CH:27]=3)=[CH:38][C:37]([C:42]1[NH:46][C:45]([C@@H:47]3[CH2:51][CH2:50][CH2:49][N:48]3C(OC(C)(C)C)=O)=[N:44][CH:43]=1)=[CH:36][CH:35]=2)=[O:12])[C@@H:7]([CH3:10])[O:8][CH3:9])=[O:4].Cl.[CH3:60][O:61][C:62]([NH:64][C@H:65]([C:69]1[CH:74]=[CH:73][CH:72]=[CH:71][CH:70]=1)[C:66]([OH:68])=O)=[O:63].CCN(C(C)C)C(C)C.CCOC(C(C#N)=NOC(N1CCOCC1)=[N+](C)C)=O.F[P-](F)(F)(F)(F)F. (4) The reactants are [O:1]([C:8]1[CH:9]=[C:10]([C:14]2([CH2:22][OH:23])[CH2:21][CH2:20][C:17]3([O:19][CH2:18]3)[CH2:16][CH2:15]2)[CH:11]=[CH:12][CH:13]=1)[C:2]1[CH:7]=[CH:6][CH:5]=[CH:4][CH:3]=1.O.C1(C)C=CC(S(O)(=O)=O)=CC=1. The catalyst is C(Cl)Cl.CCOC(C)=O. The product is [O:1]([C:8]1[CH:9]=[C:10]([C:14]23[CH2:15][CH2:16][C:17]([CH2:18][OH:19])([CH2:20][CH2:21]2)[O:23][CH2:22]3)[CH:11]=[CH:12][CH:13]=1)[C:2]1[CH:3]=[CH:4][CH:5]=[CH:6][CH:7]=1. The yield is 0.270.